Dataset: Full USPTO retrosynthesis dataset with 1.9M reactions from patents (1976-2016). Task: Predict the reactants needed to synthesize the given product. (1) Given the product [N:33]1[CH:38]=[CH:37][CH:36]=[N:35][C:34]=1[CH2:39][CH2:40][CH2:41][C:42](=[O:43])[CH2:1][S:2]([N:5]1[CH2:6][CH2:7][N:8]([C:11]2[N:12]=[CH:13][C:14]([O:17][CH2:18][C:19]([F:22])([F:20])[F:21])=[CH:15][N:16]=2)[CH2:9][CH2:10]1)(=[O:4])=[O:3], predict the reactants needed to synthesize it. The reactants are: [CH3:1][S:2]([N:5]1[CH2:10][CH2:9][N:8]([C:11]2[N:16]=[CH:15][C:14]([O:17][CH2:18][C:19]([F:22])([F:21])[F:20])=[CH:13][N:12]=2)[CH2:7][CH2:6]1)(=[O:4])=[O:3].[Li+].C[Si]([N-][Si](C)(C)C)(C)C.[N:33]1[CH:38]=[CH:37][CH:36]=[N:35][C:34]=1[CH2:39][CH2:40][CH2:41][C:42](OCC)=[O:43]. (2) The reactants are: [SH:1][C:2]1[O:3][C:4]2[CH:10]=[CH:9][CH:8]=[CH:7][C:5]=2[N:6]=1.C1C(=O)N(Cl)C(=O)C1.[Br-].[CH3:20][O:21][C:22]1[CH:23]=[C:24]([Zn+])[CH:25]=[C:26]([O:30][CH3:31])[C:27]=1[O:28][CH3:29]. Given the product [CH3:31][O:30][C:26]1[CH:25]=[C:24]([S:1][C:2]2[O:3][C:4]3[CH:10]=[CH:9][CH:8]=[CH:7][C:5]=3[N:6]=2)[CH:23]=[C:22]([O:21][CH3:20])[C:27]=1[O:28][CH3:29], predict the reactants needed to synthesize it. (3) Given the product [CH3:31][O:32][CH2:33][CH2:34][O:35][C:36]1[CH:41]=[CH:40][C:39]([N:42]2[CH2:13][CH2:12][C:6]3([CH2:7][CH2:8][N:9]([S:25]([C:20]4[CH:21]=[CH:22][CH:23]=[CH:24][C:19]=4[O:18][C:17]([F:30])([F:29])[F:16])(=[O:27])=[O:26])[CH2:10][CH2:11]3)[C:4]2=[O:5])=[CH:38][CH:37]=1, predict the reactants needed to synthesize it. The reactants are: C(O[C:4]([C:6]1([CH2:12][CH2:13]OC)[CH2:11][CH2:10][NH:9][CH2:8][CH2:7]1)=[O:5])C.[F:16][C:17]([F:30])([F:29])[O:18][C:19]1[CH:24]=[CH:23][CH:22]=[CH:21][C:20]=1[S:25](Cl)(=[O:27])=[O:26].[CH3:31][O:32][CH2:33][CH2:34][O:35][C:36]1[CH:41]=[CH:40][C:39]([NH2:42])=[CH:38][CH:37]=1. (4) Given the product [N:32]1([C:12]([C:11]2[CH:10]=[CH:9][C:8]([C:5]3[CH:4]=[C:3]([C:2]([F:1])([F:18])[F:17])[O:7][N:6]=3)=[CH:16][CH:15]=2)=[O:14])[CH2:37][CH2:36][CH2:35][CH2:34][CH2:33]1, predict the reactants needed to synthesize it. The reactants are: [F:1][C:2]([F:18])([F:17])[C:3]1[O:7][N:6]=[C:5]([C:8]2[CH:16]=[CH:15][C:11]([C:12]([OH:14])=O)=[CH:10][CH:9]=2)[CH:4]=1.C(Cl)(=O)C(Cl)=O.C(N(CC)CC)C.[NH:32]1[CH2:37][CH2:36][CH2:35][CH2:34][CH2:33]1.